This data is from Human liver microsome stability data. The task is: Regression/Classification. Given a drug SMILES string, predict its absorption, distribution, metabolism, or excretion properties. Task type varies by dataset: regression for continuous measurements (e.g., permeability, clearance, half-life) or binary classification for categorical outcomes (e.g., BBB penetration, CYP inhibition). Dataset: hlm. (1) The drug is CC(C)OC(=O)Nc1ccc(NCc2ccc(C(F)(F)F)cc2)c(F)c1N. The result is 0 (unstable in human liver microsomes). (2) The compound is CN(C)CC1(c2ccc(F)c(F)c2)CCCCC1. The result is 1 (stable in human liver microsomes). (3) The molecule is CCNC(=O)Nc1cc(Nc2ccc(OC)cc2)c(C(=O)Nc2cccnc2)cn1. The result is 1 (stable in human liver microsomes).